Task: Predict the reaction yield, written as a fraction of the theoretical maximum amount of product (1.0 means a 100% yield; for example, 0.34 means a 34% yield).. Dataset: Reaction yield outcomes from USPTO patents with 853,638 reactions (1) The reactants are [CH:1]([NH:4][C:5]([C@@H:7]1[CH2:12][CH2:11][C@H:10]([N:13]2[C:21]3[CH:20]=[C:19]([O:22][CH2:23][CH2:24][N:25]4[CH2:30][CH2:29][CH2:28][CH2:27][CH2:26]4)[N:18]=[CH:17][C:16]=3[NH:15]/[C:14]/2=[N:31]\C(C2C=CC3C=CSC=3C=2)=O)[CH2:9][CH2:8]1)=[O:6])([CH3:3])[CH3:2].[F:43][C:44]1[CH:52]=[CH:51][C:47]([C:48]([OH:50])=O)=[CH:46][C:45]=1[C:53]([F:56])([F:55])[F:54]. No catalyst specified. The product is [F:43][C:44]1[CH:52]=[CH:51][C:47]([C:48](/[N:31]=[C:14]2/[N:13]([C@H:10]3[CH2:9][CH2:8][C@@H:7]([C:5](=[O:6])[NH:4][CH:1]([CH3:2])[CH3:3])[CH2:12][CH2:11]3)[C:21]3[CH:20]=[C:19]([O:22][CH2:23][CH2:24][N:25]4[CH2:30][CH2:29][CH2:28][CH2:27][CH2:26]4)[N:18]=[CH:17][C:16]=3[NH:15]/2)=[O:50])=[CH:46][C:45]=1[C:53]([F:56])([F:55])[F:54]. The yield is 0.438. (2) The reactants are [CH3:1][O:2][C:3]1[CH:8]=[CH:7][C:6]([CH2:9][NH2:10])=[CH:5][CH:4]=1.CCN(C(C)C)C(C)C.[Cl:20][C:21]1[CH:26]=[CH:25][C:24]([C:27]2[C:32]([C:33](Cl)=[O:34])=[C:31]([CH3:36])[N:30]=[CH:29][CH:28]=2)=[C:23]([F:37])[C:22]=1[O:38][CH3:39]. The catalyst is C(Cl)Cl. The product is [Cl:20][C:21]1[CH:26]=[CH:25][C:24]([C:27]2[C:32]([C:33]([NH:10][CH2:9][C:6]3[CH:7]=[CH:8][C:3]([O:2][CH3:1])=[CH:4][CH:5]=3)=[O:34])=[C:31]([CH3:36])[N:30]=[CH:29][CH:28]=2)=[C:23]([F:37])[C:22]=1[O:38][CH3:39]. The yield is 0.350.